From a dataset of Catalyst prediction with 721,799 reactions and 888 catalyst types from USPTO. Predict which catalyst facilitates the given reaction. (1) The catalyst class is: 18. Product: [C:40]([C:38]1[S:39][C:35]([C:31]2[CH:32]=[C:33]([Cl:34])[C:27]3[O:26][CH:25]([CH2:24][NH:23][C:18](=[O:20])/[CH:17]=[CH:16]/[C:13]4[CH:12]=[CH:11][C:10]([NH:9][NH:8][C:6]([O:5][C:1]([CH3:2])([CH3:3])[CH3:4])=[O:7])=[N:15][CH:14]=4)[CH2:29][C:28]=3[CH:30]=2)=[CH:36][CH:37]=1)(=[O:42])[CH3:41]. Reactant: [C:1]([O:5][C:6]([NH:8][NH:9][C:10]1[N:15]=[CH:14][C:13](/[CH:16]=[CH:17]/[C:18]([O-:20])=O)=[CH:12][CH:11]=1)=[O:7])([CH3:4])([CH3:3])[CH3:2].[Li+].Cl.[NH2:23][CH2:24][CH:25]1[CH2:29][C:28]2[CH:30]=[C:31]([C:35]3[S:39][C:38]([C:40](=[O:42])[CH3:41])=[CH:37][CH:36]=3)[CH:32]=[C:33]([Cl:34])[C:27]=2[O:26]1.C1C=CC2N(O)N=NC=2C=1.CCN=C=NCCCN(C)C.CCN(C(C)C)C(C)C. (2) Reactant: Cl[C:2]1[C:11]([C:12]([NH:14][NH2:15])=[O:13])=[C:10]([C:16]2[CH:21]=[CH:20][CH:19]=[CH:18][CH:17]=2)[C:9]2[CH2:8][CH:7]([CH3:22])[CH2:6][CH2:5][C:4]=2[N:3]=1.[NH:23]1[CH2:28][CH2:27][CH2:26][CH2:25][CH2:24]1.C(N(CC)CC)C.O. Product: [CH3:22][CH:7]1[CH2:6][CH2:5][C:4]2[N:3]=[C:2]([N:23]3[CH2:28][CH2:27][CH2:26][CH2:25][CH2:24]3)[C:11]([C:12]([NH:14][NH2:15])=[O:13])=[C:10]([C:16]3[CH:21]=[CH:20][CH:19]=[CH:18][CH:17]=3)[C:9]=2[CH2:8]1. The catalyst class is: 3. (3) Reactant: I[C:2]1[CH:3]=[C:4]2[C:28]([C:29](=[O:32])[NH:30][CH3:31])=[C:27]([C:33]3[CH:38]=[CH:37][C:36]([CH3:39])=[CH:35][CH:34]=3)[O:26][C:5]2=[N:6][C:7]=1[N:8]([CH2:13][CH2:14][CH2:15][C:16]([CH3:25])([CH3:24])[C:17]([O:19][CH2:20][CH:21]([CH3:23])[CH3:22])=[O:18])[S:9]([CH3:12])(=[O:11])=[O:10].[CH:40]1([B-](F)(F)F)[CH2:42][CH2:41]1.[K+].C(=O)([O-])[O-].[K+].[K+]. Product: [CH:40]1([C:2]2[CH:3]=[C:4]3[C:28]([C:29](=[O:32])[NH:30][CH3:31])=[C:27]([C:33]4[CH:34]=[CH:35][C:36]([CH3:39])=[CH:37][CH:38]=4)[O:26][C:5]3=[N:6][C:7]=2[N:8]([CH2:13][CH2:14][CH2:15][C:16]([CH3:24])([CH3:25])[C:17]([O:19][CH2:20][CH:21]([CH3:23])[CH3:22])=[O:18])[S:9]([CH3:12])(=[O:11])=[O:10])[CH2:42][CH2:41]1. The catalyst class is: 11. (4) Reactant: [CH3:1][C:2]([C:12]1[C:20]2[O:19][CH2:18][CH2:17][C:16]=2[CH:15]=[C:14]([S:21]([CH3:24])(=[O:23])=[O:22])[CH:13]=1)([CH3:11])[CH2:3][C:4]1([C:7]([F:10])([F:9])[F:8])[CH2:6][O:5]1.[CH3:25][C:26]1[CH:27]=[N:28][CH:29]=[C:30]([CH3:33])[C:31]=1[OH:32].[O-]CC.[Na+]. Product: [OH:5][C:4]([C:7]([F:10])([F:8])[F:9])([CH2:3][C:2]([C:12]1[C:20]2[O:19][CH2:18][CH2:17][C:16]=2[CH:15]=[C:14]([S:21]([CH3:24])(=[O:23])=[O:22])[CH:13]=1)([CH3:1])[CH3:11])[CH2:6][N:28]1[CH:29]=[C:30]([CH3:33])[C:31](=[O:32])[C:26]([CH3:25])=[CH:27]1. The catalyst class is: 162.